This data is from Full USPTO retrosynthesis dataset with 1.9M reactions from patents (1976-2016). The task is: Predict the reactants needed to synthesize the given product. The reactants are: [F:1][C:2]1[CH:3]=[CH:4][C:5]([O:29][CH3:30])=[C:6]([C:8]([CH3:28])([CH3:27])[CH2:9][C:10]([NH2:26])([CH2:15][C:16]2[C:25]3[C:20](=[CH:21][CH:22]=[CH:23][CH:24]=3)[N:19]=[CH:18][CH:17]=2)[C:11]([F:14])([F:13])[F:12])[CH:7]=1.[C:31](OC(=O)C)(=[O:33])[CH3:32]. Given the product [F:1][C:2]1[CH:3]=[CH:4][C:5]([O:29][CH3:30])=[C:6]([C:8]([CH3:27])([CH3:28])[CH2:9][C:10]([NH:26][C:31](=[O:33])[CH3:32])([CH2:15][C:16]2[C:25]3[C:20](=[CH:21][CH:22]=[CH:23][CH:24]=3)[N:19]=[CH:18][CH:17]=2)[C:11]([F:12])([F:14])[F:13])[CH:7]=1, predict the reactants needed to synthesize it.